This data is from Full USPTO retrosynthesis dataset with 1.9M reactions from patents (1976-2016). The task is: Predict the reactants needed to synthesize the given product. Given the product [Cl:1][C:2]1[C:11]2[C:6](=[CH:7][C:8]([O:13][CH3:14])=[C:9]([F:12])[CH:10]=2)[CH:5]=[C:4]([O:15][CH3:16])[N:3]=1, predict the reactants needed to synthesize it. The reactants are: [Cl:1][C:2]1[C:11]2[C:6](=[CH:7][C:8]([O:13][CH3:14])=[C:9]([F:12])[CH:10]=2)[CH:5]=[C:4]([OH:15])[N:3]=1.[C:16]([O-])([O-])=O.[K+].[K+].IC.